Dataset: Catalyst prediction with 721,799 reactions and 888 catalyst types from USPTO. Task: Predict which catalyst facilitates the given reaction. (1) Reactant: C1(P(C2C=CC=CC=2)C2C=CC=CC=2)C=CC=CC=1.[C:20]([Br:24])(Br)(Br)Br.OC[C:27]1[CH:28]=[C:29]([CH:34]=[C:35]([CH2:37][C:38]2[C:39]([C:49]3[CH:54]=[CH:53][CH:52]=[CH:51][CH:50]=3)=[N:40][N:41]3[CH:46]=[C:45]([O:47][CH3:48])[CH:44]=[CH:43][C:42]=23)[CH:36]=1)[C:30]([O:32][CH3:33])=[O:31]. Product: [Br:24][CH2:20][C:27]1[CH:28]=[C:29]([CH:34]=[C:35]([CH2:37][C:38]2[C:39]([C:49]3[CH:54]=[CH:53][CH:52]=[CH:51][CH:50]=3)=[N:40][N:41]3[CH:46]=[C:45]([O:47][CH3:48])[CH:44]=[CH:43][C:42]=23)[CH:36]=1)[C:30]([O:32][CH3:33])=[O:31]. The catalyst class is: 4. (2) Reactant: Br[C:2]1[CH:3]=[CH:4][C:5]2[O:9][C:8]([C:10](=[O:14])[CH:11]([CH3:13])[CH3:12])=[C:7]([CH3:15])[C:6]=2[CH:16]=1.[CH:17]1(B(O)O)[CH2:19][CH2:18]1.C(=O)([O-])[O-].[Na+].[Na+].C1(P(C2CCCCC2)C2C=CC=CC=2C2C(OC)=CC=CC=2OC)CCCCC1. Product: [CH:17]1([C:2]2[CH:3]=[CH:4][C:5]3[O:9][C:8]([C:10](=[O:14])[CH:11]([CH3:13])[CH3:12])=[C:7]([CH3:15])[C:6]=3[CH:16]=2)[CH2:19][CH2:18]1. The catalyst class is: 101. (3) Reactant: C(O[C:6](=O)[NH:7][CH2:8][CH2:9][NH:10][CH:11]([C:14]1[N:23]([CH2:24][C:25]2[CH:30]=[CH:29][CH:28]=[CH:27][CH:26]=2)[C:22](=[O:31])[C:21]2[C:16](=[CH:17][C:18]([Cl:32])=[CH:19][CH:20]=2)[N:15]=1)[CH2:12][CH3:13])(C)(C)C.C(N1[C:50](=[O:51])[C:49]2C(=CC(Cl)=CC=2)N=C1C(Br)CC)C1C=CC=CC=1.C(OC(=O)NCCN)(C)(C)C.C(=O)(O)[O-].[Na+]. Product: [CH2:24]([N:23]1[C:22](=[O:31])[C:21]2[C:16](=[CH:17][C:18]([Cl:32])=[CH:19][CH:20]=2)[N:15]=[C:14]1[CH:11]([N:10]1[C:50](=[O:51])[CH2:49][CH2:6][NH:7][CH2:8][CH2:9]1)[CH2:12][CH3:13])[C:25]1[CH:26]=[CH:27][CH:28]=[CH:29][CH:30]=1. The catalyst class is: 14. (4) Reactant: Cl[C:2]([F:19])([F:18])[CH2:3][O:4][C:5]([F:17])([F:16])[C:6]([F:15])([F:14])[C:7]([F:13])([F:12])[C:8]([F:11])([F:10])[F:9].[OH-].[K+]. Product: [F:18][C:2]([F:19])=[CH:3][O:4][C:5]([F:16])([F:17])[C:6]([F:14])([F:15])[C:7]([F:12])([F:13])[C:8]([F:11])([F:10])[F:9]. The catalyst class is: 16. (5) Reactant: C(OC([N:11]1[CH2:16][CH2:15][CH:14]([C:17]2[O:18][C:19]([C:30]3[CH:35]=[CH:34][C:33]([O:36][CH3:37])=[CH:32][CH:31]=3)=[C:20]([C:22]3[CH:27]=[CH:26][C:25]([O:28][CH3:29])=[CH:24][CH:23]=3)[N:21]=2)[CH2:13][CH2:12]1)=O)C1C=CC=CC=1. Product: [CH3:29][O:28][C:25]1[CH:26]=[CH:27][C:22]([C:20]2[N:21]=[C:17]([CH:14]3[CH2:15][CH2:16][NH:11][CH2:12][CH2:13]3)[O:18][C:19]=2[C:30]2[CH:35]=[CH:34][C:33]([O:36][CH3:37])=[CH:32][CH:31]=2)=[CH:23][CH:24]=1. The catalyst class is: 29. (6) Reactant: ON1C2C=CC=CC=2N=N1.Cl.CN(C)CCCN=C=NCC.[OH:23][CH2:24][C:25]1[CH:26]=[CH:27][C:28]2[N:32]=[C:31]3[S:33][C:34]([C:36]([OH:38])=O)=[CH:35][N:30]3[C:29]=2[CH:39]=1.[CH2:40]([NH2:45])[C:41]([CH3:44])([CH3:43])[CH3:42].[OH-].[Na+]. Product: [OH:23][CH2:24][C:25]1[CH:26]=[CH:27][C:28]2[N:32]=[C:31]3[S:33][C:34]([C:36]([NH:45][CH2:40][C:41]([CH3:44])([CH3:43])[CH3:42])=[O:38])=[CH:35][N:30]3[C:29]=2[CH:39]=1. The catalyst class is: 3. (7) Reactant: [Cl:1][C:2]1[CH:18]=[CH:17][C:5]([CH2:6][NH:7][C:8]([C:10]2([C:13]([F:16])([F:15])[F:14])[CH2:12][CH2:11]2)=[O:9])=[CH:4][C:3]=1[N:19]=[C:20]=S.[NH2:22][C:23]1[C:38]([NH2:39])=[CH:37][C:26]([C:27]([NH:29][C:30]2[CH:35]=[CH:34][C:33]([Br:36])=[CH:32][CH:31]=2)=[O:28])=[C:25]([O:40][CH3:41])[CH:24]=1.CC(C)N=C=NC(C)C. Product: [Br:36][C:33]1[CH:32]=[CH:31][C:30]([NH:29][C:27]([C:26]2[C:25]([O:40][CH3:41])=[CH:24][C:23]3[NH:22][C:20]([NH:19][C:3]4[CH:4]=[C:5]([CH2:6][NH:7][C:8]([C:10]5([C:13]([F:16])([F:15])[F:14])[CH2:12][CH2:11]5)=[O:9])[CH:17]=[CH:18][C:2]=4[Cl:1])=[N:39][C:38]=3[CH:37]=2)=[O:28])=[CH:35][CH:34]=1. The catalyst class is: 3.